This data is from Full USPTO retrosynthesis dataset with 1.9M reactions from patents (1976-2016). The task is: Predict the reactants needed to synthesize the given product. (1) Given the product [ClH:1].[Cl:1][C:2]1[C:10]2[N:9]([CH:11]([CH3:12])[CH3:13])[CH2:8][C@@H:7]3[CH2:14][NH:15][CH2:16][CH2:17][C:5]([C:6]=23)=[CH:4][CH:3]=1, predict the reactants needed to synthesize it. The reactants are: [Cl:1][C:2]1[C:10]2[N:9]([CH:11]([CH3:13])[CH3:12])[CH2:8][C@@H:7]3[CH2:14][N:15](C(OC(C)(C)C)=O)[CH2:16][CH2:17][C:5]([C:6]=23)=[CH:4][CH:3]=1.Cl.C(OCC)(=O)C.C(=O)(O)[O-].[Na+]. (2) Given the product [CH3:25][O:24][C:19]1[CH:20]=[CH:21][CH:22]=[CH:23][C:18]=1[CH2:17][NH:16][C:7]1[CH:6]=[C:5]([NH2:4])[C:14]2[C:9](=[CH:10][CH:11]=[C:12]([NH:33][CH2:32][C:28]3[CH:27]=[N:26][CH:31]=[CH:30][CH:29]=3)[CH:13]=2)[N:8]=1, predict the reactants needed to synthesize it. The reactants are: C([NH:4][C:5]1[C:14]2[C:9](=[CH:10][CH:11]=[C:12](Cl)[CH:13]=2)[N:8]=[C:7]([NH:16][CH2:17][C:18]2[CH:23]=[CH:22][CH:21]=[CH:20][C:19]=2[O:24][CH3:25])[CH:6]=1)C=C.[N:26]1[CH:31]=[CH:30][CH:29]=[C:28]([CH2:32][NH2:33])[CH:27]=1.